Dataset: Reaction yield outcomes from USPTO patents with 853,638 reactions. Task: Predict the reaction yield, written as a fraction of the theoretical maximum amount of product (1.0 means a 100% yield; for example, 0.34 means a 34% yield). (1) The reactants are [F:1][C:2]1[CH:3]=[C:4]([CH:28]=[CH:29][C:30]=1[F:31])[CH2:5][N:6]1[C:11](=[O:12])[C:10]([CH2:13]OS(C)(=O)=O)=[CH:9][C:8]([C:19]2[CH:24]=[CH:23][C:22]([O:25][CH3:26])=[C:21]([F:27])[CH:20]=2)=[N:7]1.[CH3:32][NH:33][CH3:34]. No catalyst specified. The product is [F:1][C:2]1[CH:3]=[C:4]([CH:28]=[CH:29][C:30]=1[F:31])[CH2:5][N:6]1[C:11](=[O:12])[C:10]([CH2:13][N:33]([CH3:34])[CH3:32])=[CH:9][C:8]([C:19]2[CH:24]=[CH:23][C:22]([O:25][CH3:26])=[C:21]([F:27])[CH:20]=2)=[N:7]1. The yield is 0.771. (2) The reactants are [CH3:1][S:2]([NH:5][NH2:6])(=[O:4])=[O:3].C[O:8][C:9](=O)[C:10]1[CH:15]=[C:14]([C:16](=[O:21])[CH2:17][CH2:18][O:19][CH3:20])[C:13]([C:22]([F:25])([F:24])[F:23])=[CH:12][C:11]=1[N:26]=[C:27]=[O:28].[OH-].[Na+]. The catalyst is C1COCC1. The product is [CH3:20][O:19][CH2:18][CH2:17][C:16]([C:14]1[CH:15]=[C:10]2[C:11](=[CH:12][C:13]=1[C:22]([F:23])([F:24])[F:25])[NH:26][C:27](=[O:28])[N:6]([NH:5][S:2]([CH3:1])(=[O:4])=[O:3])[C:9]2=[O:8])=[O:21]. The yield is 0.940. (3) The reactants are [Cl:1][C:2]1[C:3]2[N:4]([C:8]([CH:11]3[CH2:16][CH2:15][N:14]([C:17]([O:19][CH2:20][C:21]4[CH:26]=[CH:25][CH:24]=[CH:23][CH:22]=4)=[O:18])[CH:13]([C:27]#[N:28])[CH2:12]3)=[N:9][CH:10]=2)[CH:5]=[CH:6][N:7]=1.[Br:29]N1C(=O)CCC1=O. The catalyst is CC#N. The product is [Br:29][C:10]1[N:9]=[C:8]([CH:11]2[CH2:16][CH2:15][N:14]([C:17]([O:19][CH2:20][C:21]3[CH:26]=[CH:25][CH:24]=[CH:23][CH:22]=3)=[O:18])[CH:13]([C:27]#[N:28])[CH2:12]2)[N:4]2[CH:5]=[CH:6][N:7]=[C:2]([Cl:1])[C:3]=12. The yield is 0.840.